Predict the reactants needed to synthesize the given product. From a dataset of Full USPTO retrosynthesis dataset with 1.9M reactions from patents (1976-2016). (1) Given the product [C:1]([O:5][C:6](=[O:39])[CH2:7][CH2:8][C:9]1[CH:14]=[CH:13][C:12]([O:15][CH2:16][CH2:17][C:18]2[N:19]=[C:20]([C:24]3[CH:29]=[CH:28][C:27]([C:42]4[CH:41]=[N:40][CH:45]=[CH:44][CH:43]=4)=[CH:26][CH:25]=3)[O:21][C:22]=2[CH3:23])=[CH:11][C:10]=1[CH2:31][NH:32][C:33]([O:35][CH:36]([CH3:38])[CH3:37])=[O:34])([CH3:4])([CH3:3])[CH3:2], predict the reactants needed to synthesize it. The reactants are: [C:1]([O:5][C:6](=[O:39])[CH2:7][CH2:8][C:9]1[CH:14]=[CH:13][C:12]([O:15][CH2:16][CH2:17][C:18]2[N:19]=[C:20]([C:24]3[CH:29]=[CH:28][C:27](Br)=[CH:26][CH:25]=3)[O:21][C:22]=2[CH3:23])=[CH:11][C:10]=1[CH2:31][NH:32][C:33]([O:35][CH:36]([CH3:38])[CH3:37])=[O:34])([CH3:4])([CH3:3])[CH3:2].[N:40]1[CH:45]=[CH:44][CH:43]=[C:42](B(O)O)[CH:41]=1.C1(P(C2C=CC=CC=2)C2C=CC=CC=2)C=CC=CC=1.C(=O)([O-])[O-].[Na+].[Na+]. (2) Given the product [CH3:11][O:12][C:13](=[O:37])[C@H:14]([CH2:33][CH2:34][S:35][CH3:36])[NH:15][C:16](=[O:32])[C:17]1[CH:22]=[CH:21][C:20]([CH:23]=[O:24])=[CH:19][C:18]=1[C:25]1[CH:30]=[CH:29][CH:28]=[CH:27][C:26]=1[CH3:31], predict the reactants needed to synthesize it. The reactants are: CS(C)=O.C(Cl)(=O)C(Cl)=O.[CH3:11][O:12][C:13](=[O:37])[C@H:14]([CH2:33][CH2:34][S:35][CH3:36])[NH:15][C:16](=[O:32])[C:17]1[CH:22]=[CH:21][C:20]([CH2:23][OH:24])=[CH:19][C:18]=1[C:25]1[CH:30]=[CH:29][CH:28]=[CH:27][C:26]=1[CH3:31].C(N(CC)CC)C. (3) Given the product [Cl:1][C:2]1[CH:3]=[CH:4][C:5]([O:26][CH2:27][C:28]2[CH:33]=[CH:32][C:31]([Cl:34])=[CH:30][C:29]=2[F:35])=[C:6]([CH:25]=1)[CH2:7][N:8]1[C:16]2[CH:15]=[CH:14][CH:13]=[C:12]([C:17]([O:19][CH3:20])=[O:18])[C:11]=2[C:10]([CH2:21][CH:22]=[O:23])=[CH:9]1, predict the reactants needed to synthesize it. The reactants are: [Cl:1][C:2]1[CH:3]=[CH:4][C:5]([O:26][CH2:27][C:28]2[CH:33]=[CH:32][C:31]([Cl:34])=[CH:30][C:29]=2[F:35])=[C:6]([CH:25]=1)[CH2:7][N:8]1[C:16]2[CH:15]=[CH:14][CH:13]=[C:12]([C:17]([O:19][CH3:20])=[O:18])[C:11]=2[C:10]([CH:21]=[CH:22][O:23]C)=[CH:9]1.O.